This data is from P-glycoprotein inhibition data for predicting drug efflux from Broccatelli et al.. The task is: Regression/Classification. Given a drug SMILES string, predict its absorption, distribution, metabolism, or excretion properties. Task type varies by dataset: regression for continuous measurements (e.g., permeability, clearance, half-life) or binary classification for categorical outcomes (e.g., BBB penetration, CYP inhibition). Dataset: pgp_broccatelli. (1) The result is 1 (inhibitor). The drug is COc1cc2c(cc1OC)CN(CCc1ccc(NC(=O)c3ccccc3NC(=O)c3ccc(C)c(C)c3)cc1)CC2. (2) The molecule is CC1(C)[C@H](C=C(Cl)Cl)[C@H]1C(=O)OCc1cccc(Oc2ccccc2)c1. The result is 0 (non-inhibitor). (3) The compound is CNC(=O)Oc1ccc(N(C)C)c(C)c1. The result is 0 (non-inhibitor).